Dataset: Rat liver microsome stability data. Task: Regression/Classification. Given a drug SMILES string, predict its absorption, distribution, metabolism, or excretion properties. Task type varies by dataset: regression for continuous measurements (e.g., permeability, clearance, half-life) or binary classification for categorical outcomes (e.g., BBB penetration, CYP inhibition). Dataset: rlm. (1) The compound is CCCNC(=O)c1ccc2c(c1)ncn2-c1cc(C)cc(C)c1. The result is 1 (stable in rat liver microsomes). (2) The drug is CN(C)C(=O)c1cccc(-c2cc(N3CC(N)C(c4cc(F)c(F)cc4F)C3)ncn2)c1. The result is 0 (unstable in rat liver microsomes). (3) The drug is O=C(NCCC(c1ccccc1)c1ccccc1)c1ccc(O)nc1. The result is 1 (stable in rat liver microsomes). (4) The drug is CNC(=O)[C@@]12C[C@@H]1[C@@H](n1cnc3c(NC)nc(C#Cc4ccc(Br)s4)nc31)[C@H](O)[C@@H]2O. The result is 0 (unstable in rat liver microsomes). (5) The molecule is O=C1CN(Cc2ccc(-c3ccc(F)c(CN4CCCCC4)n3)cc2)C(=O)N1CC1CCC1. The result is 1 (stable in rat liver microsomes). (6) The drug is CCS(=O)(=O)N1CCN(C(=O)c2cnc3ccc(F)cc3c2N2CCC(C)(C#N)CC2)CC1. The result is 1 (stable in rat liver microsomes). (7) The molecule is CC#C[C@@H](Cc1nn[nH]n1)c1ccc(OCc2ccc3scc(-c4cncnc4C)c3c2)cc1. The result is 1 (stable in rat liver microsomes). (8) The compound is CCOc1cc(NC(=O)C2(NC(=O)c3ccc4c(C5CCCC5)c(-c5ncc(Cl)cn5)n(C)c4c3)CCC2)ccc1C=CC(=O)OCCOCCOC. The result is 0 (unstable in rat liver microsomes). (9) The compound is COc1ccc(C(=O)Nc2nc(-c3ccccc3)cs2)c(NS(=O)(=O)c2ccc(C)cc2)c1. The result is 1 (stable in rat liver microsomes).